This data is from Acute oral toxicity (LD50) regression data from Zhu et al.. The task is: Regression/Classification. Given a drug SMILES string, predict its toxicity properties. Task type varies by dataset: regression for continuous values (e.g., LD50, hERG inhibition percentage) or binary classification for toxic/non-toxic outcomes (e.g., AMES mutagenicity, cardiotoxicity, hepatotoxicity). Dataset: ld50_zhu. (1) The molecule is O=[N+]([O-])OC1COC2C(O)COC12. The rat oral LD50 is 1.98, given as -log10 of the dose in mol/kg body weight (higher means more acutely toxic). (2) The compound is CCSC(=O)N(CC)CC. The rat oral LD50 is 2.60, given as -log10 of the dose in mol/kg body weight (higher means more acutely toxic). (3) The molecule is COC(=O)C1=C(C)NC(C)=C(C(=O)OCC(C)=O)C1c1ccccc1[N+](=O)[O-]. The rat oral LD50 is 2.42, given as -log10 of the dose in mol/kg body weight (higher means more acutely toxic). (4) The compound is CNC(=O)N1C(=O)CN=C(c2ccccc2)c2cc([N+](=O)[O-])ccc21. The rat oral LD50 is 2.17, given as -log10 of the dose in mol/kg body weight (higher means more acutely toxic).